From a dataset of Reaction yield outcomes from USPTO patents with 853,638 reactions. Predict the reaction yield, written as a fraction of the theoretical maximum amount of product (1.0 means a 100% yield; for example, 0.34 means a 34% yield). (1) The reactants are Br[C:2]1[C:3]([CH3:11])=[CH:4][C:5]2[S:9][CH:8]=[N:7][C:6]=2[CH:10]=1.[NH2:12][C:13]1[CH:18]=[CH:17][C:16](B2OC(C)(C)C(C)(C)O2)=[CH:15][N:14]=1.[O-]P([O-])([O-])=O.[K+].[K+].[K+].CC(=O)OCC. The catalyst is C(#N)C.O1CCOCC1.O. The product is [CH3:11][C:3]1[C:2]([C:16]2[CH:17]=[CH:18][C:13]([NH2:12])=[N:14][CH:15]=2)=[CH:10][C:6]2[N:7]=[CH:8][S:9][C:5]=2[CH:4]=1. The yield is 0.990. (2) The reactants are C[O:2][C:3](=[O:32])[C:4]1[CH:9]=[C:8]([Cl:10])[CH:7]=[CH:6][C:5]=1[O:11][CH2:12][CH2:13][CH2:14][N:15]1[CH2:20][CH2:19][C:18]([CH2:22][C:23]2[CH:28]=[CH:27][C:26]([Cl:29])=[CH:25][CH:24]=2)([OH:21])[C:17]([CH3:31])([CH3:30])[CH2:16]1.[Li+].[OH-]. The catalyst is C1COCC1.O. The product is [Cl:10][C:8]1[CH:7]=[CH:6][C:5]([O:11][CH2:12][CH2:13][CH2:14][N:15]2[CH2:20][CH2:19][C:18]([CH2:22][C:23]3[CH:28]=[CH:27][C:26]([Cl:29])=[CH:25][CH:24]=3)([OH:21])[C:17]([CH3:31])([CH3:30])[CH2:16]2)=[C:4]([CH:9]=1)[C:3]([OH:32])=[O:2]. The yield is 0.810. (3) The reactants are [H-].[Na+].[F:3][C:4]1[CH:5]=[C:6]([OH:10])[CH:7]=[CH:8][CH:9]=1.Cl[CH2:12][CH2:13][CH2:14][OH:15]. The catalyst is CN(C)C=O.O. The product is [F:3][C:4]1[CH:5]=[C:6]([CH:7]=[CH:8][CH:9]=1)[O:10][CH2:12][CH2:13][CH2:14][OH:15]. The yield is 0.780. (4) The reactants are [H-].[Na+].[CH2:3]([O:5][C:6](=[O:25])[CH:7](P(C1C=CC=CC=1)(C1C=CC=CC=1)=O)[O:8][CH2:9][CH3:10])[CH3:4].[C:26]([O:30][C:31](=[O:50])[N:32]([CH2:40][CH2:41][C:42]1[CH:47]=[CH:46][C:45]([CH:48]=O)=[CH:44][CH:43]=1)[CH2:33][CH2:34][CH2:35][CH2:36][CH2:37][CH2:38][CH3:39])([CH3:29])([CH3:28])[CH3:27]. The catalyst is O1CCCC1. The product is [CH2:3]([O:5][C:6](=[O:25])[C:7]([O:8][CH2:9][CH3:10])=[CH:48][C:45]1[CH:46]=[CH:47][C:42]([CH2:41][CH2:40][N:32]([C:31]([O:30][C:26]([CH3:29])([CH3:28])[CH3:27])=[O:50])[CH2:33][CH2:34][CH2:35][CH2:36][CH2:37][CH2:38][CH3:39])=[CH:43][CH:44]=1)[CH3:4]. The yield is 0.440. (5) The reactants are [CH3:1][N:2]1[CH2:6][CH2:5][CH2:4][C@H:3]1[CH2:7][O:8][C:9]1[CH:16]=[CH:15][C:14]([C:17]([F:20])([F:19])[F:18])=[CH:13][C:10]=1[C:11]#N.[OH2:21].[OH-:22].[Na+].OO. The catalyst is C(O)C. The product is [CH3:1][N:2]1[CH2:6][CH2:5][CH2:4][C@H:3]1[CH2:7][O:8][C:9]1[CH:16]=[CH:15][C:14]([C:17]([F:20])([F:19])[F:18])=[CH:13][C:10]=1[C:11]([OH:22])=[O:21]. The yield is 0.800. (6) The reactants are [NH2:1][CH2:2][C:3]12[CH2:12][CH:7]3[CH2:8][CH:9]([CH2:11][CH:5]([CH2:6]3)[CH2:4]1)[CH2:10]2.[Cl:13][C:14]1[C:15](F)=[CH:16][C:17]([F:27])=[C:18]([CH:26]=1)[C:19]([NH:21][S:22]([CH3:25])(=[O:24])=[O:23])=[O:20].C(=O)([O-])[O-].[K+].[K+]. The catalyst is CN(C)C=O.O1CCCC1. The product is [C:3]12([CH2:2][NH:1][C:15]3[C:14]([Cl:13])=[CH:26][C:18]([C:19]([NH:21][S:22]([CH3:25])(=[O:24])=[O:23])=[O:20])=[C:17]([F:27])[CH:16]=3)[CH2:12][CH:7]3[CH2:6][CH:5]([CH2:11][CH:9]([CH2:8]3)[CH2:10]1)[CH2:4]2. The yield is 0.0800. (7) The reactants are [CH2:1]([O:3][C:4](=[O:18])[C:5]1C=C(N2CCCCC2)C=CC=1N)C.[N:19]1[CH:24]=[CH:23][CH:22]=[CH:21][CH:20]=1.[Cl:25][CH2:26][C:27]1[CH:28]=[C:29]([CH:33]=[CH:34][CH:35]=1)[C:30]([OH:32])=O. The catalyst is C(Cl)Cl. The product is [CH3:1][O:3][C:4]([C:5]1[C:24]([NH:19][C:30](=[O:32])[C:29]2[CH:33]=[CH:34][CH:35]=[C:27]([CH2:26][Cl:25])[CH:28]=2)=[CH:23][C:22]2[C:21](=[CH:20][CH:21]=[CH:22][CH:23]=2)[CH:20]=1)=[O:18]. The yield is 0.930.